Dataset: Full USPTO retrosynthesis dataset with 1.9M reactions from patents (1976-2016). Task: Predict the reactants needed to synthesize the given product. The reactants are: [CH3:1][N:2]([CH3:15])/[CH:3]=[CH:4]/[C:5]1[O:6][C:7]2[CH:13]=[CH:12][C:11]([NH2:14])=[CH:10][C:8]=2[N:9]=1.CN(C1C=CC=CN=1)C.[C:25]([C:29]1[CH:37]=[CH:36][C:32]([C:33](Cl)=[O:34])=[CH:31][CH:30]=1)([CH3:28])([CH3:27])[CH3:26]. Given the product [C:25]([C:29]1[CH:30]=[CH:31][C:32]([C:33]([NH:14][C:11]2[CH:12]=[CH:13][C:7]3[O:6][C:5](/[CH:4]=[CH:3]/[N:2]([CH3:1])[CH3:15])=[N:9][C:8]=3[CH:10]=2)=[O:34])=[CH:36][CH:37]=1)([CH3:28])([CH3:26])[CH3:27], predict the reactants needed to synthesize it.